This data is from Full USPTO retrosynthesis dataset with 1.9M reactions from patents (1976-2016). The task is: Predict the reactants needed to synthesize the given product. (1) The reactants are: [Br:1][C:2]1[CH:3]=[CH:4][C:5]([CH:8]=[O:9])=[N:6][CH:7]=1.[BH4-].[Na+]. Given the product [Br:1][C:2]1[CH:3]=[CH:4][C:5]([CH2:8][OH:9])=[N:6][CH:7]=1, predict the reactants needed to synthesize it. (2) The reactants are: FC(F)(F)C(O)=O.[F:8][C:9]1[CH:23]=[CH:22][C:12]([CH2:13][C@H:14]2[CH2:18][NH:17][C@H:16]([C:19]([OH:21])=[O:20])[CH2:15]2)=[C:11]([CH3:24])[CH:10]=1.C(N(CC)C(C)C)(C)C.[C:34](O[C:34]([O:36][C:37]([CH3:40])([CH3:39])[CH3:38])=[O:35])([O:36][C:37]([CH3:40])([CH3:39])[CH3:38])=[O:35]. Given the product [C:37]([O:36][C:34]([N:17]1[CH2:18][C@H:14]([CH2:13][C:12]2[CH:22]=[CH:23][C:9]([F:8])=[CH:10][C:11]=2[CH3:24])[CH2:15][C@H:16]1[C:19]([OH:21])=[O:20])=[O:35])([CH3:40])([CH3:39])[CH3:38], predict the reactants needed to synthesize it. (3) The reactants are: Br[C:2]1[CH:3]=[C:4]([C:11]([CH3:20])([CH3:19])[CH2:12][C:13](=[O:18])[C:14]([F:17])([F:16])[F:15])[C:5]2[O:9][CH2:8][CH2:7][C:6]=2[CH:10]=1.[CH3:21][N:22](C=O)C. Given the product [F:15][C:14]([F:17])([F:16])[C:13](=[O:18])[CH2:12][C:11]([C:4]1[C:5]2[O:9][CH2:8][CH2:7][C:6]=2[CH:10]=[C:2]([C:21]#[N:22])[CH:3]=1)([CH3:20])[CH3:19], predict the reactants needed to synthesize it. (4) Given the product [C:56]([OH:57])(=[O:2])[C:43]([OH:45])=[O:44].[C:56]([OH:57])(=[O:2])[C:43]([OH:45])=[O:44].[OH:21][C@H:13]([C:6]1[C:5]2[C:10](=[CH:11][CH:12]=[C:3]([O:2][CH3:1])[CH:4]=2)[N:9]=[CH:8][CH:7]=1)[CH2:14][N:15]1[CH2:20][CH2:19][N:18]([C:43](=[O:44])[CH2:42]/[CH:34]=[CH:35]/[C:36]2[CH:41]=[CH:40][CH:39]=[CH:38][CH:37]=2)[CH2:17][CH2:16]1, predict the reactants needed to synthesize it. The reactants are: [CH3:1][O:2][C:3]1[CH:4]=[C:5]2[C:10](=[CH:11][CH:12]=1)[N:9]=[CH:8][CH:7]=[C:6]2[C@@H:13]([OH:21])[CH2:14][N:15]1[CH2:20][CH2:19][NH:18][CH2:17][CH2:16]1.Cl.CN(C)CCCN=C=NCC.[CH:34]([CH2:42][C:43]([OH:45])=[O:44])=[CH:35][C:36]1[CH:41]=[CH:40][CH:39]=[CH:38][CH:37]=1.C(N(CC)CC)C.CN([CH:56]=[O:57])C. (5) Given the product [CH2:1]([O:3][C:4]([CH2:6][CH2:7][CH2:8][CH2:9][N:10]1[CH:14]=[C:13](/[CH:15]=[C:16]2\[CH2:17][N:18]([C:23]([C:36]3[CH:37]=[CH:38][CH:39]=[CH:40][CH:41]=3)([C:30]3[CH:31]=[CH:32][CH:33]=[CH:34][CH:35]=3)[C:24]3[CH:25]=[CH:26][CH:27]=[CH:28][CH:29]=3)[CH2:19][CH2:20][CH:21]\2[OH:22])[N:12]=[N:11]1)=[O:5])[CH3:2], predict the reactants needed to synthesize it. The reactants are: [CH2:1]([O:3][C:4]([CH2:6][CH2:7][CH2:8][CH2:9][N:10]1[CH:14]=[C:13](/[CH:15]=[C:16]2\[CH2:17][N:18]([C:23]([C:36]3[CH:41]=[CH:40][CH:39]=[CH:38][CH:37]=3)([C:30]3[CH:35]=[CH:34][CH:33]=[CH:32][CH:31]=3)[C:24]3[CH:29]=[CH:28][CH:27]=[CH:26][CH:25]=3)[CH2:19][CH2:20][C:21]\2=[O:22])[N:12]=[N:11]1)=[O:5])[CH3:2].[BH4-].[Na+]. (6) Given the product [CH:5]1([NH:9][C:10](=[O:29])[NH:11][C:12]2[CH:13]=[CH:14][C:15]([C:18]3[S:22][C:21]([CH2:23][CH2:24][C:25]([O:27][CH3:28])=[O:26])=[N:20][CH:19]=3)=[CH:16][CH:17]=2)[CH2:4][CH2:3][CH2:8][CH2:7][CH2:6]1, predict the reactants needed to synthesize it. The reactants are: FC(F)(F)[C:3]1[CH:4]=[C:5]([NH:9][C:10](=[O:29])[NH:11][C:12]2[CH:17]=[CH:16][C:15]([C:18]3[S:22][C:21]([CH2:23][CH2:24][C:25]([O:27][CH3:28])=[O:26])=[N:20][CH:19]=3)=[CH:14][CH:13]=2)[CH:6]=[CH:7][CH:8]=1.N(C1CCCCC1)=C=O.